This data is from Catalyst prediction with 721,799 reactions and 888 catalyst types from USPTO. The task is: Predict which catalyst facilitates the given reaction. (1) Reactant: [C:1]([C:3]1[CH:8]=[CH:7][CH:6]=[CH:5][C:4]=1[C:9]1[C:10](=[O:21])[NH:11][CH:12]=[C:13]([C:15]2[CH:20]=[CH:19][CH:18]=[CH:17][N:16]=2)[CH:14]=1)#[N:2].[CH2:22](O)[C:23]1[CH:28]=[CH:27][CH:26]=[CH:25][CH:24]=1.C1(P(C2C=CC=CC=2)C2C=CC=CC=2)C=CC=CC=1.CCOC(/N=N/C(OCC)=O)=O. Product: [C:1]([C:3]1[CH:8]=[CH:7][CH:6]=[CH:5][C:4]=1[C:9]1[C:10](=[O:21])[N:11]([CH2:22][C:23]2[CH:28]=[CH:27][CH:26]=[CH:25][CH:24]=2)[CH:12]=[C:13]([C:15]2[CH:20]=[CH:19][CH:18]=[CH:17][N:16]=2)[CH:14]=1)#[N:2]. The catalyst class is: 207. (2) Reactant: [Si:1]([O:18][CH2:19][CH2:20][O:21][C:22]1[CH:27]=[CH:26][C:25](/[CH:28]=[CH:29]/[C:30]([O:32][CH2:33][CH3:34])=[O:31])=[C:24]([O:35][C:36]2[C:41]([Cl:42])=[CH:40][C:39]([C:43]([F:46])([F:45])[F:44])=[CH:38][N:37]=2)[CH:23]=1)([C:14]([CH3:17])([CH3:16])[CH3:15])([C:8]1[CH:13]=[CH:12][CH:11]=[CH:10][CH:9]=1)[C:2]1[CH:7]=[CH:6][CH:5]=[CH:4][CH:3]=1. Product: [Si:1]([O:18][CH2:19][CH2:20][O:21][C:22]1[CH:27]=[CH:26][C:25]([CH2:28][CH2:29][C:30]([O:32][CH2:33][CH3:34])=[O:31])=[C:24]([O:35][C:36]2[C:41]([Cl:42])=[CH:40][C:39]([C:43]([F:46])([F:45])[F:44])=[CH:38][N:37]=2)[CH:23]=1)([C:14]([CH3:16])([CH3:15])[CH3:17])([C:8]1[CH:9]=[CH:10][CH:11]=[CH:12][CH:13]=1)[C:2]1[CH:7]=[CH:6][CH:5]=[CH:4][CH:3]=1. The catalyst class is: 178. (3) Reactant: [CH3:1][C:2]1[NH:6][C:5](=[O:7])[C:4]([C:14]2[CH:19]=[CH:18][CH:17]=[CH:16][CH:15]=2)([C:8]2[CH:13]=[CH:12][CH:11]=[CH:10][CH:9]=2)[N:3]=1.Br[CH2:21][CH2:22][C:23]1[CH:28]=[CH:27][C:26]([N+:29]([O-:31])=[O:30])=[CH:25][CH:24]=1.C(=O)([O-])[O-].[K+].[K+]. Product: [CH3:1][C:2]1[N:6]([CH2:21][CH2:22][C:23]2[CH:24]=[CH:25][C:26]([N+:29]([O-:31])=[O:30])=[CH:27][CH:28]=2)[C:5](=[O:7])[C:4]([C:8]2[CH:13]=[CH:12][CH:11]=[CH:10][CH:9]=2)([C:14]2[CH:19]=[CH:18][CH:17]=[CH:16][CH:15]=2)[N:3]=1. The catalyst class is: 21. (4) Reactant: C([O:3][C:4]([C:6]1[CH:7]=[CH:8][CH:9]=[C:10]2[C:15]=1[N:14]=[CH:13][N:12]=[C:11]2[NH:16][CH2:17][C:18]1[CH:23]=[CH:22][C:21]([O:24][CH3:25])=[CH:20][C:19]=1[O:26][CH3:27])=[O:5])C.[OH-].[Na+].Cl. Product: [CH3:27][O:26][C:19]1[CH:20]=[C:21]([O:24][CH3:25])[CH:22]=[CH:23][C:18]=1[CH2:17][NH:16][C:11]1[C:10]2[C:15](=[C:6]([C:4]([OH:5])=[O:3])[CH:7]=[CH:8][CH:9]=2)[N:14]=[CH:13][N:12]=1. The catalyst class is: 5.